This data is from Forward reaction prediction with 1.9M reactions from USPTO patents (1976-2016). The task is: Predict the product of the given reaction. Given the reactants [CH2:1]([NH:8][C@H:9]1[CH2:14][CH2:13][O:12][CH2:11][C@H:10]1[C:15]([O:17][CH2:18][CH3:19])=[O:16])[C:2]1[CH:7]=[CH:6][CH:5]=[CH:4][CH:3]=1.[O-]CC.[Na+], predict the reaction product. The product is: [CH2:1]([NH:8][C@@H:9]1[CH2:14][CH2:13][O:12][CH2:11][C@H:10]1[C:15]([O:17][CH2:18][CH3:19])=[O:16])[C:2]1[CH:3]=[CH:4][CH:5]=[CH:6][CH:7]=1.